Predict which catalyst facilitates the given reaction. From a dataset of Catalyst prediction with 721,799 reactions and 888 catalyst types from USPTO. (1) Reactant: [N+:1]([C:4]1[CH:18]=[CH:17][C:7]([O:8][CH2:9][CH2:10][N:11]2[CH2:16][CH2:15][O:14][CH2:13][CH2:12]2)=[CH:6][CH:5]=1)([O-])=O. Product: [N:11]1([CH2:10][CH2:9][O:8][C:7]2[CH:17]=[CH:18][C:4]([NH2:1])=[CH:5][CH:6]=2)[CH2:16][CH2:15][O:14][CH2:13][CH2:12]1. The catalyst class is: 50. (2) Reactant: [Br-].[N+:2]([C:5]1[CH:23]=[CH:22][C:8]([C:9](=[O:21])[CH2:10][N+:11]2[C:20]3[C:15](=[CH:16][CH:17]=[CH:18][CH:19]=3)[CH:14]=[CH:13][CH:12]=2)=[CH:7][CH:6]=1)([O-:4])=[O:3].[Cr](O[Cr]([O-])(=O)=O)([O-])(=O)=O.C(=O)(O)[O-].[Na+].[C:38](#[N:41])[CH:39]=[CH2:40]. Product: [C:38]([C:39]1[CH:40]=[C:10]([C:9](=[O:21])[C:8]2[CH:22]=[CH:23][C:5]([N+:2]([O-:4])=[O:3])=[CH:6][CH:7]=2)[N:11]2[C:20]3[C:15](=[CH:16][CH:17]=[CH:18][CH:19]=3)[CH:14]=[CH:13][C:12]=12)#[N:41]. The catalyst class is: 9. (3) Reactant: C([O:9][CH2:10][CH2:11][O:12][CH2:13][CH2:14][N:15]1[C:23]2[C:22](Cl)=[N:21][CH:20]=[N:19][C:18]=2[CH:17]=[CH:16]1)(=O)C1C=CC=CC=1.[C:25]([C:29]1[N:30]=[C:31]([C:34]2[CH:35]=[C:36]([CH:46]=[CH:47][CH:48]=2)[O:37][C:38]2[CH:44]=[CH:43][C:41]([NH2:42])=[CH:40][C:39]=2[Cl:45])[S:32][CH:33]=1)([CH3:28])([CH3:27])[CH3:26].C(O)(C)C.[OH-].[Na+]. Product: [C:25]([C:29]1[N:30]=[C:31]([C:34]2[CH:35]=[C:36]([CH:46]=[CH:47][CH:48]=2)[O:37][C:38]2[CH:44]=[CH:43][C:41]([NH:42][C:22]3[C:23]4[N:15]([CH2:14][CH2:13][O:12][CH2:11][CH2:10][OH:9])[CH:16]=[CH:17][C:18]=4[N:19]=[CH:20][N:21]=3)=[CH:40][C:39]=2[Cl:45])[S:32][CH:33]=1)([CH3:28])([CH3:26])[CH3:27]. The catalyst class is: 7. (4) Reactant: [OH:1][CH2:2][C@@H:3]([NH:8][C:9]([CH:11]1[CH2:16][S:15][CH2:14][CH2:13][N:12]1[C:17]([O-:19])=O)=[O:10])C(OC)=O.C(O)(C(F)(F)F)=O. Product: [OH:1][CH2:2][CH:3]1[C:17](=[O:19])[N:12]2[CH:11]([CH2:16][S:15][CH2:14][CH2:13]2)[C:9](=[O:10])[NH:8]1. The catalyst class is: 4. (5) Reactant: [CH3:1][C:2]1[N:3]=[C:4]([C:19]2[CH:24]=[CH:23][CH:22]=[CH:21][C:20]=2[O:25]CC2C=CC=CC=2)[N:5]([CH2:11][CH2:12][C:13]2[CH:18]=[CH:17][CH:16]=[CH:15][CH:14]=2)[C:6](=[O:10])[C:7]=1[C:8]#[N:9]. Product: [OH:25][C:20]1[CH:21]=[CH:22][CH:23]=[CH:24][C:19]=1[C:4]1[N:5]([CH2:11][CH2:12][C:13]2[CH:14]=[CH:15][CH:16]=[CH:17][CH:18]=2)[C:6](=[O:10])[C:7]([C:8]#[N:9])=[C:2]([CH3:1])[N:3]=1. The catalyst class is: 29. (6) Reactant: [Cl:1][C:2]1[CH:7]=[CH:6][C:5](I)=[CH:4][N:3]=1.[C:9](B1OC(C)(C)C(C)(C)O1)([CH3:11])=[CH2:10].COC1C=CC=C(OC)C=1C1C=CC=CC=1P(C1CCCCC1)C1CCCCC1.[O-]P([O-])([O-])=O.[K+].[K+].[K+]. Product: [Cl:1][C:2]1[CH:7]=[CH:6][C:5]([C:9]([CH3:11])=[CH2:10])=[CH:4][N:3]=1. The catalyst class is: 101. (7) Reactant: [C:1]([O:5][C:6](=[O:34])[NH:7][C:8]1[O:9][CH2:10][C:11]([F:33])([F:32])[C@:12]([C:15]2[CH:20]=[C:19]([NH:21][C:22]([C:24]3[CH:29]=[N:28][C:27](Cl)=[CH:26][N:25]=3)=[O:23])[CH:18]=[CH:17][C:16]=2[F:31])([CH3:14])[N:13]=1)([CH3:4])([CH3:3])[CH3:2].CN(C=O)C.CC([O-])(C)C.[K+].[CH2:46]([OH:49])[C:47]#[CH:48]. Product: [C:1]([O:5][C:6](=[O:34])[NH:7][C:8]1[O:9][CH2:10][C:11]([F:33])([F:32])[C@:12]([C:15]2[CH:20]=[C:19]([NH:21][C:22]([C:24]3[CH:29]=[N:28][C:27]([O:49][CH2:46][C:47]#[CH:48])=[CH:26][N:25]=3)=[O:23])[CH:18]=[CH:17][C:16]=2[F:31])([CH3:14])[N:13]=1)([CH3:4])([CH3:3])[CH3:2]. The catalyst class is: 6.